From a dataset of Catalyst prediction with 721,799 reactions and 888 catalyst types from USPTO. Predict which catalyst facilitates the given reaction. (1) Reactant: [N:1]([CH2:4][CH:5]1[CH:11]([C:12]2[CH:17]=[CH:16][C:15]([Cl:18])=[C:14]([Cl:19])[CH:13]=2)[O:10][CH2:9][CH2:8][N:7]([C:20]([O:22][C:23]([CH3:26])([CH3:25])[CH3:24])=[O:21])[CH2:6]1)=[N+]=[N-].C1(P(C2C=CC=CC=2)C2C=CC=CC=2)C=CC=CC=1.O. Product: [NH2:1][CH2:4][CH:5]1[CH:11]([C:12]2[CH:17]=[CH:16][C:15]([Cl:18])=[C:14]([Cl:19])[CH:13]=2)[O:10][CH2:9][CH2:8][N:7]([C:20]([O:22][C:23]([CH3:26])([CH3:25])[CH3:24])=[O:21])[CH2:6]1. The catalyst class is: 1. (2) Reactant: [Si]([O:18][CH:19]1[CH2:22][N:21]([C:23]2[S:24][CH:25]=[C:26]([CH2:28][N:29]3[C:33](=[O:34])[C:32]4=[CH:35][CH:36]=[CH:37][CH:38]=[C:31]4[C:30]3=[O:39])[N:27]=2)[CH2:20]1)(C(C)(C)C)(C1C=CC=CC=1)C1C=CC=CC=1.[F-].C([N+](CCCC)(CCCC)CCCC)CCC. Product: [C:30]1(=[O:39])[N:29]([CH2:28][C:26]2[N:27]=[C:23]([N:21]3[CH2:20][CH:19]([OH:18])[CH2:22]3)[S:24][CH:25]=2)[C:33](=[O:34])[C:32]2=[CH:35][CH:36]=[CH:37][CH:38]=[C:31]12. The catalyst class is: 7. (3) Reactant: [CH3:1][O:2][C:3]([C:5]1[CH:6]=[CH:7][C:8]2[O:12][C:11]([C:13]([C:18]3[CH:23]=[CH:22][C:21]([O:24]CC4C=CC=CC=4)=[C:20]([CH3:32])[CH:19]=3)([CH2:16][CH3:17])[CH2:14][CH3:15])=[N:10][C:9]=2[CH:33]=1)=[O:4]. Product: [CH3:1][O:2][C:3]([C:5]1[CH:6]=[CH:7][C:8]2[O:12][C:11]([C:13]([CH2:16][CH3:17])([C:18]3[CH:23]=[CH:22][C:21]([OH:24])=[C:20]([CH3:32])[CH:19]=3)[CH2:14][CH3:15])=[N:10][C:9]=2[CH:33]=1)=[O:4]. The catalyst class is: 45. (4) Reactant: [Li][CH2:2][CH2:3][CH2:4][CH3:5].C(N[CH:10]([CH3:12])[CH3:11])(C)C.Br[C:14]1[CH:15]=[N:16][CH:17]=[C:18]([F:20])[CH:19]=1.CN([CH:24]=[O:25])C.[C:26]([O-:29])(O)=[O:27].[Na+]. Product: [F:20][C:18]1[CH:17]=[N:16][CH:15]=[C:14]([C:5]2[CH:4]=[C:3]3[C:12](=[CH:10][CH:11]=2)[C:26](=[O:27])[O:29][CH2:2]3)[C:19]=1[CH:24]=[O:25]. The catalyst class is: 1. (5) Reactant: [O:1]=[C:2]1[C:6]2([CH2:11][CH2:10][N:9]([C:12]([O:14][C:15]([CH3:18])([CH3:17])[CH3:16])=[O:13])[CH2:8][CH2:7]2)[N:5]([C:19]2[CH:24]=[CH:23][CH:22]=[CH:21][CH:20]=2)[CH2:4][NH:3]1.[C:25](=[O:28])([O-])[O-:26].[K+].[K+].Cl[CH2:32][C:33]([N:35]([CH3:37])[CH3:36])=[O:34].C(O[CH2:42][CH3:43])(=O)C. Product: [CH3:36][N:35]([CH3:37])[C:33](=[O:34])[CH2:32][O:26][C:25]([C:8]1[CH:7]=[C:6]([CH:2]=[CH:42][CH:43]=1)[CH2:11][N:3]1[C:2](=[O:1])[C:6]2([CH2:7][CH2:8][N:9]([C:12]([O:14][C:15]([CH3:18])([CH3:17])[CH3:16])=[O:13])[CH2:10][CH2:11]2)[N:5]([C:19]2[CH:20]=[CH:21][CH:22]=[CH:23][CH:24]=2)[CH2:4]1)=[O:28]. The catalyst class is: 9.